From a dataset of Full USPTO retrosynthesis dataset with 1.9M reactions from patents (1976-2016). Predict the reactants needed to synthesize the given product. (1) The reactants are: [Br:1][C:2]1[CH:3]=[CH:4][C:5](F)=[C:6](/[CH:8]=[N:9]/[NH:10][C:11]2[CH:16]=[CH:15][C:14]([F:17])=[CH:13][CH:12]=2)[CH:7]=1.C(=O)([O-])[O-].[Cs+].[Cs+].CS(C)=O. Given the product [Br:1][C:2]1[CH:7]=[C:6]2[C:5](=[CH:4][CH:3]=1)[N:10]([C:11]1[CH:16]=[CH:15][C:14]([F:17])=[CH:13][CH:12]=1)[N:9]=[CH:8]2, predict the reactants needed to synthesize it. (2) The reactants are: C([Li])CCC.CC1(C)CCCC(C)(C)N1.[Cl:16][C:17]1[CH:22]=[N:21][CH:20]=[CH:19][N:18]=1.[CH2:23]([C:25]1[CH:32]=[CH:31][C:28]([CH:29]=[O:30])=[CH:27][CH:26]=1)[CH3:24].Cl.C(=O)(O)[O-].[Na+]. Given the product [Cl:16][C:17]1[C:22]([CH:29]([C:28]2[CH:31]=[CH:32][C:25]([CH2:23][CH3:24])=[CH:26][CH:27]=2)[OH:30])=[N:21][CH:20]=[CH:19][N:18]=1, predict the reactants needed to synthesize it. (3) Given the product [F:21][C@@H:19]1[CH2:20][N:16]([C:14](=[O:15])[CH2:13][NH:12][C:7]23[CH2:10][CH2:11][C:4]([C:1]([NH:24][C:25]4[CH:30]=[CH:29][CH:28]=[CH:27][C:26]=4[C:31]([F:32])([F:33])[F:34])=[O:3])([CH2:5][CH2:6]2)[CH2:9][CH2:8]3)[C@H:17]([C:22]#[N:23])[CH2:18]1, predict the reactants needed to synthesize it. The reactants are: [C:1]([C:4]12[CH2:11][CH2:10][C:7]([NH:12][CH2:13][C:14]([N:16]3[CH2:20][C@@H:19]([F:21])[CH2:18][C@H:17]3[C:22]#[N:23])=[O:15])([CH2:8][CH2:9]1)[CH2:6][CH2:5]2)([OH:3])=O.[NH2:24][C:25]1[CH:30]=[CH:29][CH:28]=[CH:27][C:26]=1[C:31]([F:34])([F:33])[F:32].